The task is: Predict which catalyst facilitates the given reaction.. This data is from Catalyst prediction with 721,799 reactions and 888 catalyst types from USPTO. (1) Reactant: [CH3:1][C:2]1[CH:7]=[C:6]([CH3:8])[N:5]2[N:9]=[C:10]([S:12][CH2:13][CH2:14][OH:15])[N:11]=[C:4]2[N:3]=1.C1(P(C2C=CC=CC=2)C2C=CC=CC=2)C=CC=CC=1.O[C:36]1[CH:41]=[CH:40][N:39]=[CH:38][CH:37]=1.N(C(OC(C)C)=O)=NC(OC(C)C)=O. Product: [CH3:1][C:2]1[CH:7]=[C:6]([CH3:8])[N:5]2[N:9]=[C:10]([S:12][CH2:13][CH2:14][O:15][C:36]3[CH:41]=[CH:40][N:39]=[CH:38][CH:37]=3)[N:11]=[C:4]2[N:3]=1. The catalyst class is: 132. (2) Reactant: Cl[C:2]1[N:10]2[C:6](=[N:7][C:8]3[CH:14]=[CH:13][CH:12]=[CH:11][C:9]=32)[C:5]([C:15]#[N:16])=[C:4]([CH3:17])[C:3]=1[CH2:18][CH2:19][CH2:20][CH2:21][CH2:22][CH3:23].Cl.Cl.[CH3:26][N:27]([CH2:29][CH:30]1[CH2:33][NH:32][CH2:31]1)[CH3:28].C(N(CC)CC)C. Product: [CH2:18]([C:3]1[C:4]([CH3:17])=[C:5]([C:15]#[N:16])[C:6]2[N:10]([C:2]=1[N:32]1[CH2:33][CH:30]([CH2:29][N:27]([CH3:28])[CH3:26])[CH2:31]1)[C:9]1[CH:11]=[CH:12][CH:13]=[CH:14][C:8]=1[N:7]=2)[CH2:19][CH2:20][CH2:21][CH2:22][CH3:23]. The catalyst class is: 9.